Dataset: Catalyst prediction with 721,799 reactions and 888 catalyst types from USPTO. Task: Predict which catalyst facilitates the given reaction. (1) Reactant: [Br:1][C:2]1[CH:12]=[C:11]2[C:5]([CH:6]3[CH2:14][CH:8]([N:9]=[C:10]2Cl)[CH2:7]3)=[CH:4][CH:3]=1.[CH3:15][O:16][CH:17]([O:20][CH3:21])[CH2:18][NH2:19]. Product: [Br:1][C:2]1[CH:12]=[C:11]2[C:5]([CH:6]3[CH2:14][CH:8]([N:9]=[C:10]2[NH:19][CH2:18][CH:17]([O:20][CH3:21])[O:16][CH3:15])[CH2:7]3)=[CH:4][CH:3]=1. The catalyst class is: 218. (2) Reactant: [Cl:1][C:2]1[C:7]([NH:8][CH2:9][C@H:10]2[CH2:15][CH2:14][C@H:13]([CH3:16])[CH2:12][CH2:11]2)=[C:6]([NH2:17])[CH:5]=[C:4]([Cl:18])[N:3]=1.[CH2:19](OC(OCC)OCC)C. Product: [Cl:1][C:2]1[C:7]2[N:8]([CH2:9][C@H:10]3[CH2:11][CH2:12][C@H:13]([CH3:16])[CH2:14][CH2:15]3)[CH:19]=[N:17][C:6]=2[CH:5]=[C:4]([Cl:18])[N:3]=1. The catalyst class is: 152. (3) Product: [F:27][C:2]([F:26])([F:1])[C:3]1[CH:4]=[CH:5][C:6]([O:9][C:10]2[CH:15]=[CH:14][C:13]([O:16][C:17]([N:19]3[CH2:20][CH2:21][CH:22]([S:34][C:31]4[CH:32]=[CH:33][N:28]=[CH:29][CH:30]=4)[CH2:23][CH2:24]3)=[O:18])=[CH:12][CH:11]=2)=[N:7][CH:8]=1. The catalyst class is: 28. Reactant: [F:1][C:2]([F:27])([F:26])[C:3]1[CH:4]=[CH:5][C:6]([O:9][C:10]2[CH:15]=[CH:14][C:13]([O:16][C:17]([N:19]3[CH2:24][CH2:23][CH:22](O)[CH2:21][CH2:20]3)=[O:18])=[CH:12][CH:11]=2)=[N:7][CH:8]=1.[N:28]1[CH:33]=[CH:32][C:31]([SH:34])=[CH:30][CH:29]=1.C(OCC)(=O)C.Cl. (4) Reactant: [NH2:1][C:2]1[N:7]=[CH:6][C:5]([C:8]2[CH:29]=[CH:28][C:11]3[N:12]([C:24]([CH3:27])([CH3:26])[CH3:25])[C:13]([C:15]4[CH:22]=[C:21]([F:23])[CH:20]=[CH:19][C:16]=4[C:17]#[N:18])=[N:14][C:10]=3[CH:9]=2)=[CH:4][N:3]=1.[NH2:30][OH:31]. The catalyst class is: 14. Product: [NH2:1][C:2]1[N:7]=[CH:6][C:5]([C:8]2[CH:29]=[CH:28][C:11]3[N:12]([C:24]([CH3:25])([CH3:26])[CH3:27])[C:13]([C:15]4[CH:22]=[C:21]([F:23])[CH:20]=[CH:19][C:16]=4[C:17]([NH:30][OH:31])=[NH:18])=[N:14][C:10]=3[CH:9]=2)=[CH:4][N:3]=1.